This data is from Aqueous solubility values for 9,982 compounds from the AqSolDB database. The task is: Regression/Classification. Given a drug SMILES string, predict its absorption, distribution, metabolism, or excretion properties. Task type varies by dataset: regression for continuous measurements (e.g., permeability, clearance, half-life) or binary classification for categorical outcomes (e.g., BBB penetration, CYP inhibition). For this dataset (solubility_aqsoldb), we predict Y. (1) The compound is CC(C)CCCCCCO. The Y is -2.49 log mol/L. (2) The drug is NS(=O)(=O)c1cc2c(s1)S(=O)(=O)CCC2O. The Y is -1.65 log mol/L. (3) The molecule is O=c1ncc2[nH]cnc2[nH]1. The Y is -1.71 log mol/L. (4) The drug is O=C(O)C1CCCN1. The Y is 1.13 log mol/L.